Regression. Given two drug SMILES strings and cell line genomic features, predict the synergy score measuring deviation from expected non-interaction effect. From a dataset of NCI-60 drug combinations with 297,098 pairs across 59 cell lines. Drug 1: C1C(C(OC1N2C=C(C(=O)NC2=O)F)CO)O. Drug 2: CCCCCOC(=O)NC1=NC(=O)N(C=C1F)C2C(C(C(O2)C)O)O. Cell line: NCI-H522. Synergy scores: CSS=4.93, Synergy_ZIP=-0.349, Synergy_Bliss=2.12, Synergy_Loewe=-8.40, Synergy_HSA=-1.83.